The task is: Regression. Given two drug SMILES strings and cell line genomic features, predict the synergy score measuring deviation from expected non-interaction effect.. This data is from NCI-60 drug combinations with 297,098 pairs across 59 cell lines. (1) Drug 1: C1CC(=O)NC(=O)C1N2CC3=C(C2=O)C=CC=C3N. Drug 2: C1C(C(OC1N2C=C(C(=O)NC2=O)F)CO)O. Cell line: SR. Synergy scores: CSS=59.6, Synergy_ZIP=2.59, Synergy_Bliss=-2.44, Synergy_Loewe=-0.798, Synergy_HSA=3.78. (2) Drug 1: C1CCC(C1)C(CC#N)N2C=C(C=N2)C3=C4C=CNC4=NC=N3. Drug 2: CN(CC1=CN=C2C(=N1)C(=NC(=N2)N)N)C3=CC=C(C=C3)C(=O)NC(CCC(=O)O)C(=O)O. Cell line: SF-539. Synergy scores: CSS=22.4, Synergy_ZIP=-3.87, Synergy_Bliss=-0.929, Synergy_Loewe=-14.3, Synergy_HSA=0.460. (3) Drug 1: COC1=C(C=C2C(=C1)N=CN=C2NC3=CC(=C(C=C3)F)Cl)OCCCN4CCOCC4. Drug 2: CN1C(=O)N2C=NC(=C2N=N1)C(=O)N. Cell line: TK-10. Synergy scores: CSS=29.2, Synergy_ZIP=3.43, Synergy_Bliss=1.32, Synergy_Loewe=-18.6, Synergy_HSA=-1.01.